This data is from Full USPTO retrosynthesis dataset with 1.9M reactions from patents (1976-2016). The task is: Predict the reactants needed to synthesize the given product. Given the product [Br:1][C:2]1[C:3](=[O:21])[O:4]/[C:5](=[CH:9]\[C:10]2[C:19]3[C:14](=[CH:15][CH:16]=[CH:17][CH:18]=3)[CH:13]=[CH:12][CH:11]=2)/[C:6]=1[O:7][CH3:8], predict the reactants needed to synthesize it. The reactants are: [Br:1][C:2]1[C:3](=[O:21])[O:4][CH:5]([CH:9](O)[C:10]2[C:19]3[C:14](=[CH:15][CH:16]=[CH:17][CH:18]=3)[CH:13]=[CH:12][CH:11]=2)[C:6]=1[O:7][CH3:8].C(N(CC)CC)C.CS(Cl)(=O)=O.